From a dataset of CYP3A4 inhibition data for predicting drug metabolism from PubChem BioAssay. Regression/Classification. Given a drug SMILES string, predict its absorption, distribution, metabolism, or excretion properties. Task type varies by dataset: regression for continuous measurements (e.g., permeability, clearance, half-life) or binary classification for categorical outcomes (e.g., BBB penetration, CYP inhibition). Dataset: cyp3a4_veith. (1) The compound is Br.COCCCN1Cc2ccccc2C1=N. The result is 0 (non-inhibitor). (2) The compound is NC(=S)Nn1c(CCC(=O)O)ccc1-c1ccc(Br)cc1. The result is 0 (non-inhibitor).